Dataset: Peptide-MHC class II binding affinity with 134,281 pairs from IEDB. Task: Regression. Given a peptide amino acid sequence and an MHC pseudo amino acid sequence, predict their binding affinity value. This is MHC class II binding data. (1) The peptide sequence is CPKYVRSAKLRMVTGLRNIPS. The MHC is DRB1_0701 with pseudo-sequence DRB1_0701. The binding affinity (normalized) is 0.253. (2) The peptide sequence is GILHNLSDLYALITE. The MHC is DRB1_0404 with pseudo-sequence DRB1_0404. The binding affinity (normalized) is 0.598. (3) The peptide sequence is RTFVATFGAASNKAF. The MHC is HLA-DQA10101-DQB10501 with pseudo-sequence HLA-DQA10101-DQB10501. The binding affinity (normalized) is 0.200. (4) The peptide sequence is IFIFRDSDDWLNKYS. The MHC is DRB1_0701 with pseudo-sequence DRB1_0701. The binding affinity (normalized) is 0.409. (5) The peptide sequence is KESGDAASGADGTYD. The MHC is DRB1_1001 with pseudo-sequence DRB1_1001. The binding affinity (normalized) is 0. (6) The peptide sequence is AFKVAATAANAAQAN. The MHC is HLA-DPA10201-DPB11401 with pseudo-sequence HLA-DPA10201-DPB11401. The binding affinity (normalized) is 0.870. (7) The peptide sequence is NVKYLAKILCLKTEI. The binding affinity (normalized) is 0.0976. The MHC is H-2-IAb with pseudo-sequence H-2-IAb.